Dataset: Full USPTO retrosynthesis dataset with 1.9M reactions from patents (1976-2016). Task: Predict the reactants needed to synthesize the given product. (1) Given the product [CH:6]1[C:7]([OH:14])=[CH:8][C:2]([C:1]([OH:10])=[O:9])=[C:3]([OH:4])[CH:5]=1, predict the reactants needed to synthesize it. The reactants are: [C:1]([OH:10])(=[O:9])[C:2]1[C:3](=[CH:5][CH:6]=[CH:7][CH:8]=1)[OH:4].C([O-])(=O)C1C(=CC=CC=1)[OH:14].CC1CCCC(C)(C)C=1/C=C/C(/C)=C/C=C/C(/C)=C/C=O. (2) Given the product [Br:1][C:2]1[CH:3]=[CH:4][C:5]([N:12]2[CH2:11][CH:10]([CH3:9])[O:15][CH:14]([CH3:16])[CH2:13]2)=[N:6][CH:7]=1, predict the reactants needed to synthesize it. The reactants are: [Br:1][C:2]1[CH:3]=[CH:4][C:5](F)=[N:6][CH:7]=1.[CH3:9][CH:10]1[O:15][CH:14]([CH3:16])[CH2:13][NH:12][CH2:11]1.C([O-])([O-])=O.[K+].[K+].O. (3) Given the product [F:1][C:2]1[C:3]([C:17]([OH:19])=[O:18])=[CH:4][C:5]2[N:6]([N:8]=[C:9]([C:11]3[CH:16]=[CH:15][CH:14]=[CH:13][CH:12]=3)[N:10]=2)[CH:7]=1, predict the reactants needed to synthesize it. The reactants are: [F:1][C:2]1[C:3]([C:17]([O:19]C)=[O:18])=[CH:4][C:5]2[N:6]([N:8]=[C:9]([C:11]3[CH:16]=[CH:15][CH:14]=[CH:13][CH:12]=3)[N:10]=2)[CH:7]=1.O.[OH-].[Li+]. (4) Given the product [NH2:38][C:37]([CH3:42])=[C:36]([S:33]([N:14]1[CH2:13][CH2:12][C:11]2[C:16](=[CH:17][CH:18]=[C:9]([OH:8])[CH:10]=2)[CH:15]1[C:19]1[CH:20]=[CH:21][C:22]([O:25][CH2:26][CH2:27][N:28]2[CH2:32][CH2:31][CH2:30][CH2:29]2)=[CH:23][CH:24]=1)(=[O:35])=[O:34])[C:40](=[O:39])[CH3:41], predict the reactants needed to synthesize it. The reactants are: C([O:8][C:9]1[CH:10]=[C:11]2[C:16](=[CH:17][CH:18]=1)[CH:15]([C:19]1[CH:24]=[CH:23][C:22]([O:25][CH2:26][CH2:27][N:28]3[CH2:32][CH2:31][CH2:30][CH2:29]3)=[CH:21][CH:20]=1)[N:14]([S:33]([C:36]1[C:37]([CH3:42])=[N:38][O:39][C:40]=1[CH3:41])(=[O:35])=[O:34])[CH2:13][CH2:12]2)C1C=CC=CC=1.C([O-])=O.[NH4+]. (5) Given the product [C:16]([O:20][C:21](=[O:35])[NH:22][CH:23]1[C:30](=[O:31])[N:29]2[CH:25]([S:26][CH2:27][CH:28]2[C:32]#[N:33])[CH2:24]1)([CH3:19])([CH3:17])[CH3:18], predict the reactants needed to synthesize it. The reactants are: CC[N+](S(N=C(OC)[O-])(=O)=O)(CC)CC.[C:16]([O:20][C:21](=[O:35])[NH:22][CH:23]1[C:30](=[O:31])[N:29]2[CH:25]([S:26][CH2:27][CH:28]2[C:32](=O)[NH2:33])[CH2:24]1)([CH3:19])([CH3:18])[CH3:17]. (6) Given the product [C:5]([O-:24])(=[O:23])[CH2:6][CH2:7][CH2:8][CH2:9][CH2:10][CH2:11][CH2:12][CH2:13][CH2:14][CH2:15][CH2:16][CH2:17][CH2:18][CH2:19][CH2:20][CH2:21][CH3:22].[Ga+3:1].[C:5]([O-:24])(=[O:23])[CH2:6][CH2:7][CH2:8][CH2:9][CH2:10][CH2:11][CH2:12][CH2:13][CH2:14][CH2:15][CH2:16][CH2:17][CH2:18][CH2:19][CH2:20][CH2:21][CH3:22].[C:5]([O-:24])(=[O:23])[CH2:6][CH2:7][CH2:8][CH2:9][CH2:10][CH2:11][CH2:12][CH2:13][CH2:14][CH2:15][CH2:16][CH2:17][CH2:18][CH2:19][CH2:20][CH2:21][CH3:22], predict the reactants needed to synthesize it. The reactants are: [Ga:1](I)(I)I.[C:5]([OH:24])(=[O:23])[CH2:6][CH2:7][CH2:8][CH2:9][CH2:10][CH2:11][CH2:12][CH2:13][CH2:14][CH2:15][CH2:16][CH2:17][CH2:18][CH2:19][CH2:20][CH2:21][CH3:22].